The task is: Predict which catalyst facilitates the given reaction.. This data is from Catalyst prediction with 721,799 reactions and 888 catalyst types from USPTO. (1) Reactant: O[NH:2][C:3]([C:5]1[C:6]2[CH:13]=[C:12]([CH3:14])[NH:11][C:7]=2[N:8]=[CH:9][CH:10]=1)=[NH:4].[C:15]([O:18]C(=O)C)(=[O:17])[CH3:16].[H][H]. Product: [C:15]([OH:18])(=[O:17])[CH3:16].[CH3:14][C:12]1[NH:11][C:7]2[N:8]=[CH:9][CH:10]=[C:5]([C:3]([NH2:4])=[NH:2])[C:6]=2[CH:13]=1. The catalyst class is: 43. (2) Reactant: [N:1]1[CH:6]=[CH:5][CH:4]=[C:3]([CH2:7][NH:8][C:9]([C:11]2[N:20]3[C:14]([CH2:15][NH:16][C:17]4[CH:24]=[CH:23][CH:22]=[CH:21][C:18]=4[CH2:19]3)=[CH:13][CH:12]=2)=[O:10])[CH:2]=1.C(N(CC)C(C)C)(C)C.[Cl:34][C:35]1[CH:40]=[CH:39][C:38]([CH2:41][C:42](Cl)=[O:43])=[CH:37][CH:36]=1. Product: [Cl:34][C:35]1[CH:40]=[CH:39][C:38]([CH2:41][C:42]([N:16]2[C:17]3[CH:24]=[CH:23][CH:22]=[CH:21][C:18]=3[CH2:19][N:20]3[C:11]([C:9]([NH:8][CH2:7][C:3]4[CH:2]=[N:1][CH:6]=[CH:5][CH:4]=4)=[O:10])=[CH:12][CH:13]=[C:14]3[CH2:15]2)=[O:43])=[CH:37][CH:36]=1. The catalyst class is: 7. (3) Reactant: C(O[C:6]([N:8]1[CH2:15][CH:14]2[N:16](C(OC(C)(C)C)=O)[CH:10]([CH2:11][O:12][CH2:13]2)[CH2:9]1)=O)(C)(C)C.C([O-])(O)=O.[Na+].[F:29][C:30]1[CH:37]=[CH:36][C:33](CCl)=[CH:32][CH:31]=1. Product: [F:29][C:30]1[CH:37]=[CH:36][C:33]([CH2:6][N:8]2[CH2:9][CH:10]3[NH:16][CH:14]([CH2:13][O:12][CH2:11]3)[CH2:15]2)=[CH:32][CH:31]=1. The catalyst class is: 14. (4) Reactant: [NH2:1][C:2]1[CH:22]=[C:21]([Br:23])[C:5]([O:6][C:7]2[CH:8]=[C:9]3[C:14](=[CH:15][CH:16]=2)[N:13]=[C:12]([C:17]([NH:19][CH3:20])=[O:18])[CH:11]=[CH:10]3)=[C:4]([Br:24])[CH:3]=1.C(N(CC)CC)C.C([CH:34]([C:38](Cl)=[O:39])[C:35](Cl)=[O:36])C.C(OCC)(=[O:43])C. Product: [Br:23][C:21]1[CH:22]=[C:2]([NH:1][C:38](=[O:39])[CH2:34][C:35]([OH:36])=[O:43])[CH:3]=[C:4]([Br:24])[C:5]=1[O:6][C:7]1[CH:8]=[C:9]2[C:14](=[CH:15][CH:16]=1)[N:13]=[C:12]([C:17]([NH:19][CH3:20])=[O:18])[CH:11]=[CH:10]2. The catalyst class is: 1.